This data is from Forward reaction prediction with 1.9M reactions from USPTO patents (1976-2016). The task is: Predict the product of the given reaction. Given the reactants [CH3:1][O:2][C:3]1[C:8]([C:9]#[N:10])=[CH:7][N:6]=[C:5]([N:11]2[C:15](=[O:16])[CH2:14][C:13]3([CH2:21][CH2:20][NH:19][CH2:18][CH2:17]3)[CH2:12]2)[CH:4]=1.[CH3:22][C:23]1[C:31]([C@@H:32]2[CH2:34][O:33]2)=[CH:30][CH:29]=[C:28]2[C:24]=1[CH2:25][O:26][C:27]2=[O:35], predict the reaction product. The product is: [OH:33][C@H:32]([C:31]1[C:23]([CH3:22])=[C:24]2[C:28](=[CH:29][CH:30]=1)[C:27](=[O:35])[O:26][CH2:25]2)[CH2:34][N:19]1[CH2:20][CH2:21][C:13]2([CH2:12][N:11]([C:5]3[CH:4]=[C:3]([O:2][CH3:1])[C:8]([C:9]#[N:10])=[CH:7][N:6]=3)[C:15](=[O:16])[CH2:14]2)[CH2:17][CH2:18]1.